Dataset: Peptide-MHC class I binding affinity with 185,985 pairs from IEDB/IMGT. Task: Regression. Given a peptide amino acid sequence and an MHC pseudo amino acid sequence, predict their binding affinity value. This is MHC class I binding data. (1) The peptide sequence is AVYSSSMVK. The MHC is HLA-B58:01 with pseudo-sequence HLA-B58:01. The binding affinity (normalized) is 0.0847. (2) The peptide sequence is RVCWLHECT. The MHC is HLA-A68:01 with pseudo-sequence HLA-A68:01. The binding affinity (normalized) is 0.00286. (3) The peptide sequence is APRTLVYLL. The MHC is Patr-B0101 with pseudo-sequence Patr-B0101. The binding affinity (normalized) is 0.